Task: Regression/Classification. Given a drug SMILES string, predict its absorption, distribution, metabolism, or excretion properties. Task type varies by dataset: regression for continuous measurements (e.g., permeability, clearance, half-life) or binary classification for categorical outcomes (e.g., BBB penetration, CYP inhibition). For this dataset (ppbr_az), we predict Y.. Dataset: Plasma protein binding rate (PPBR) regression data from AstraZeneca (1) The compound is COc1ccc2c(c1O)-c1cccc3c1[C@@H](C2)N(C)CC3. The Y is 93.8 %. (2) The drug is Cc1cn([C@H]2CCCN(S(=O)(=O)c3ccc(C(=O)O)c(Oc4cccc(Cl)c4)c3)C2)c(=O)[nH]c1=O. The Y is 96.0 %. (3) The molecule is COc1ccc(-c2cc(O)nc(N)n2)cc1C#N. The Y is 87.4 %. (4) The drug is CC(C)C[C@H](CO)Nc1nc(S[C@@H](C)c2ccccc2)nc2[nH]c(=O)sc12. The Y is 99.9 %. (5) The molecule is Cc1ccc(-c2ccc(N)nn2)cc1NC(=O)c1ccc(OCc2ccccn2)cc1. The Y is 94.8 %. (6) The drug is NC(=O)c1cncc(-c2ccc([C@H]3CC[C@H](CC(=O)O)CC3)cc2)n1. The Y is 96.5 %. (7) The compound is C[C@H](c1ccc(F)cc1CCCC(=O)O)N(c1cc(F)ccc1F)S(=O)(=O)c1ccc(Cl)cc1. The Y is 99.9 %.